Dataset: Catalyst prediction with 721,799 reactions and 888 catalyst types from USPTO. Task: Predict which catalyst facilitates the given reaction. (1) Reactant: [O:1]1[CH2:6][CH2:5][CH:4]([NH:7][C:8]2[CH:13]=[CH:12][C:11]([C:14]([F:17])([F:16])[F:15])=[CH:10][C:9]=2[N+:18]([O-])=O)[CH2:3][CH2:2]1.[H][H]. Product: [NH2:18][C:9]1[CH:10]=[C:11]([C:14]([F:16])([F:17])[F:15])[CH:12]=[CH:13][C:8]=1[NH:7][CH:4]1[CH2:5][CH2:6][O:1][CH2:2][CH2:3]1. The catalyst class is: 481. (2) Reactant: C(O[C:4](=[O:21])[CH:5]([N:7]1[C:12]2[CH:13]=[C:14]([N+:17]([O-:19])=[O:18])[CH:15]=[CH:16][C:11]=2[O:10][CH2:9][C:8]1=S)[CH3:6])C.O.[NH2:23][NH2:24]. Product: [CH3:6][CH:5]1[N:7]2[C:8]([CH2:9][O:10][C:11]3[C:12]2=[CH:13][C:14]([N+:17]([O-:19])=[O:18])=[CH:15][CH:16]=3)=[N:24][NH:23][C:4]1=[O:21]. The catalyst class is: 14. (3) Reactant: CO[C:3]([C:5]1([CH2:8][S:9][C:10]2[CH:15]=[CH:14][CH:13]=[C:12]([CH:16]([C:25]3[S:26][C:27]4[CH:33]=[CH:32][CH:31]=[CH:30][C:28]=4[N:29]=3)[O:17][CH:18]3[CH2:23][CH2:22][N:21]([CH3:24])[CH2:20][CH2:19]3)[CH:11]=2)[CH2:7][CH2:6]1)=O.[Li].[C:35](OCC)(=[O:37])C.C(=O)([O-])[O-].[Na+].[Na+]. Product: [S:26]1[C:27]2[CH:33]=[CH:32][CH:31]=[CH:30][C:28]=2[N:29]=[C:25]1[CH:16]([O:17][CH:18]1[CH2:19][CH2:20][N:21]([CH3:24])[CH2:22][CH2:23]1)[C:12]1[CH:11]=[C:10]([S:9][CH2:8][C:5]2([CH2:3][CH2:35][OH:37])[CH2:6][CH2:7]2)[CH:15]=[CH:14][CH:13]=1. The catalyst class is: 7. (4) Reactant: [CH2:1]([O:3][C:4](=[O:30])[CH2:5][C@H:6]([NH:14][C:15]([C:17]1[CH:21]=[C:20]([OH:22])[N:19]([C:23]2[CH:28]=[CH:27][CH:26]=[CH:25][C:24]=2[F:29])[N:18]=1)=[O:16])[C:7]1[CH:12]=[CH:11][CH:10]=[CH:9][C:8]=1[CH3:13])[CH3:2].FC1C=CC=CC=1N1C(O)=CC(C(O)=O)=N1.N[C@H](C1C=CC=CC=1C)CC(OCC)=O.C(=O)([O-])[O-].[Cs+].[Cs+].Br[CH2:69][C:70]1([CH3:74])[CH2:73][O:72][CH2:71]1. Product: [CH2:1]([O:3][C:4](=[O:30])[CH2:5][C@H:6]([NH:14][C:15]([C:17]1[CH:21]=[C:20]([O:22][CH2:69][C:70]2([CH3:74])[CH2:73][O:72][CH2:71]2)[N:19]([C:23]2[CH:28]=[CH:27][CH:26]=[CH:25][C:24]=2[F:29])[N:18]=1)=[O:16])[C:7]1[CH:12]=[CH:11][CH:10]=[CH:9][C:8]=1[CH3:13])[CH3:2]. The catalyst class is: 3. (5) Product: [CH3:1][O:2][C:3]1[C:4]([NH:13][C:14]2[C:15]3[CH:22]=[C:21]([C:23]([OH:25])=[O:24])[NH:20][C:16]=3[N:17]=[CH:18][N:19]=2)=[CH:5][C:6]2[S:10][C:9](=[O:11])[NH:8][C:7]=2[CH:12]=1. The catalyst class is: 7. Reactant: [CH3:1][O:2][C:3]1[C:4]([NH:13][C:14]2[C:15]3[CH:22]=[C:21]([C:23]([O:25]CC)=[O:24])[NH:20][C:16]=3[N:17]=[CH:18][N:19]=2)=[CH:5][C:6]2[S:10][C:9](=[O:11])[NH:8][C:7]=2[CH:12]=1.[OH-].[Li+].Cl. (6) Reactant: [CH3:1][C:2](C)([O-:4])[CH3:3].[K+].[Br:7][C:8]1[CH:9]=[C:10]([Cl:15])[C:11](Cl)=[N:12][CH:13]=1. Product: [Br:7][C:8]1[CH:9]=[C:10]([Cl:15])[C:11]([O:4][CH:2]([CH3:3])[CH3:1])=[N:12][CH:13]=1. The catalyst class is: 32. (7) Reactant: [C:1]([O:5][C:6]([NH:8]/[N:9]=[C:10](/[CH:18]1[CH2:21][N:20]([C:22]([O:24][CH2:25][C:26]2[CH:31]=[CH:30][CH:29]=[CH:28][CH:27]=2)=[O:23])[CH2:19]1)\[CH2:11][CH2:12][CH:13](OC)OC)=[O:7])([CH3:4])([CH3:3])[CH3:2]. Product: [C:1]([O:5][C:6]([NH:8][N:9]1[CH:13]=[CH:12][CH:11]=[C:10]1[CH:18]1[CH2:21][N:20]([C:22]([O:24][CH2:25][C:26]2[CH:31]=[CH:30][CH:29]=[CH:28][CH:27]=2)=[O:23])[CH2:19]1)=[O:7])([CH3:4])([CH3:3])[CH3:2]. The catalyst class is: 52. (8) Reactant: [CH3:1][C:2]1[S:3][C:4]([CH3:32])=[C:5]([CH2:21][C:22]2[CH:27]=[CH:26][C:25]([C:28]([F:31])([F:30])[F:29])=[CH:24][CH:23]=2)[C:6]=1[C:7]([NH:9][C@H:10]([C:12]1[CH:20]=[CH:19][C:15]([C:16]([OH:18])=O)=[CH:14][CH:13]=1)[CH3:11])=[O:8].[C:33]1([S:39]([NH2:42])(=[O:41])=[O:40])[CH:38]=[CH:37][CH:36]=[CH:35][CH:34]=1.Cl.CN(C)CCCN=C=NCC. Product: [CH3:1][C:2]1[S:3][C:4]([CH3:32])=[C:5]([CH2:21][C:22]2[CH:27]=[CH:26][C:25]([C:28]([F:29])([F:30])[F:31])=[CH:24][CH:23]=2)[C:6]=1[C:7]([NH:9][C@H:10]([C:12]1[CH:13]=[CH:14][C:15]([C:16]([NH:42][S:39]([C:33]2[CH:38]=[CH:37][CH:36]=[CH:35][CH:34]=2)(=[O:41])=[O:40])=[O:18])=[CH:19][CH:20]=1)[CH3:11])=[O:8]. The catalyst class is: 277. (9) Reactant: F[C:2]1[C:7]([C:8]2[CH:13]=[CH:12][N:11]=[C:10]([CH3:14])[CH:9]=2)=[CH:6][CH:5]=[CH:4][N:3]=1.[NH:15]1[C:19]2[CH:20]=[CH:21][CH:22]=[CH:23][C:18]=2[N:17]=[C:16]1[CH2:24][C:25]1[CH:30]=[CH:29][C:28]([OH:31])=[CH:27][CH:26]=1.C(=O)([O-])[O-].[Cs+].[Cs+]. Product: [CH3:14][C:10]1[CH:9]=[C:8]([C:7]2[C:2]([O:31][C:28]3[CH:29]=[CH:30][C:25]([CH2:24][C:16]4[NH:15][C:19]5[CH:20]=[CH:21][CH:22]=[CH:23][C:18]=5[N:17]=4)=[CH:26][CH:27]=3)=[N:3][CH:4]=[CH:5][CH:6]=2)[CH:13]=[CH:12][N:11]=1. The catalyst class is: 6. (10) Reactant: C=O.[C:3]([BH3-])#[N:4].[Na+].FC(F)(F)C(O)=O.[C:14]1([S:20]([N:23]2[C:31]3[C:26](=[CH:27][C:28]([F:32])=[CH:29][CH:30]=3)[C:25]([S:33]([C:36]3[CH:41]=[CH:40][C:39]([CH:42]4[CH2:46][CH2:45]N[CH2:43]4)=[C:38]([CH3:47])[CH:37]=3)(=[O:35])=[O:34])=[CH:24]2)(=[O:22])=[O:21])[CH:19]=[CH:18][CH:17]=[CH:16][CH:15]=1.[OH-].[Na+]. Product: [C:14]1([S:20]([N:23]2[C:31]3[C:26](=[CH:27][C:28]([F:32])=[CH:29][CH:30]=3)[C:25]([S:33]([C:36]3[CH:41]=[CH:40][C:39]([CH:42]4[CH2:46][CH2:45][N:4]([CH3:3])[CH2:43]4)=[C:38]([CH3:47])[CH:37]=3)(=[O:34])=[O:35])=[CH:24]2)(=[O:21])=[O:22])[CH:19]=[CH:18][CH:17]=[CH:16][CH:15]=1. The catalyst class is: 10.